From a dataset of Full USPTO retrosynthesis dataset with 1.9M reactions from patents (1976-2016). Predict the reactants needed to synthesize the given product. (1) Given the product [CH:1]1([C:4]2[C:15]([C:16]3[CH:17]=[CH:18][CH:19]=[CH:20][CH:21]=3)=[C:14]([OH:22])[C:7]3[C:6]([CH:5]=2)=[CH:11][C:10]([O:12][CH3:13])=[CH:9][CH:8]=3)[CH2:2][CH2:3]1, predict the reactants needed to synthesize it. The reactants are: [CH:1]1([C:4]#[C:5][C:6]2[CH:11]=[C:10]([O:12][CH3:13])[CH:9]=[CH:8][C:7]=2[C:14](=[O:22])[CH2:15][C:16]2[CH:21]=[CH:20][CH:19]=[CH:18][CH:17]=2)[CH2:3][CH2:2]1.C[Si]([N-][Si](C)(C)C)(C)C.[K+]. (2) Given the product [NH2:16][C:17]1[N:21]([C:22]2[CH:23]=[C:24]([CH:31]=[CH:32][C:33]=2[CH3:34])[C:25]([NH:27][CH:28]2[CH2:30][CH2:29]2)=[O:26])[N:20]=[CH:19][C:18]=1[C:35]([C:10]1[CH:15]=[CH:14][CH:13]=[CH:12][N:11]=1)=[O:40], predict the reactants needed to synthesize it. The reactants are: C1([Mg]Cl)CCCCC1.I[C:10]1[CH:15]=[CH:14][CH:13]=[CH:12][N:11]=1.[NH2:16][C:17]1[N:21]([C:22]2[CH:23]=[C:24]([CH:31]=[CH:32][C:33]=2[CH3:34])[C:25]([NH:27][CH:28]2[CH2:30][CH2:29]2)=[O:26])[N:20]=[CH:19][C:18]=1[C:35]#N.C1C[O:40]CC1.